This data is from Catalyst prediction with 721,799 reactions and 888 catalyst types from USPTO. The task is: Predict which catalyst facilitates the given reaction. (1) Reactant: [C:1]([C:5]1[CH:53]=[CH:52][C:8]([C:9]([NH:11][C@@H:12]([CH2:25][C:26]2[CH:31]=[CH:30][C:29]([C:32]3[N:37]=[CH:36][C:35]([C:38]4[CH:43]=[CH:42][C:41]([O:44][CH2:45][CH2:46][CH2:47][CH2:48][CH2:49][CH2:50][CH3:51])=[CH:40][CH:39]=4)=[CH:34][N:33]=3)=[CH:28][CH:27]=2)[C:13]([NH:15][C@H:16]([CH3:24])[C:17]([O:19]C(C)(C)C)=[O:18])=[O:14])=[O:10])=[CH:7][CH:6]=1)([CH3:4])([CH3:3])[CH3:2].C(O)(C(F)(F)F)=O. Product: [C:1]([C:5]1[CH:6]=[CH:7][C:8]([C:9]([NH:11][C@@H:12]([CH2:25][C:26]2[CH:31]=[CH:30][C:29]([C:32]3[N:37]=[CH:36][C:35]([C:38]4[CH:39]=[CH:40][C:41]([O:44][CH2:45][CH2:46][CH2:47][CH2:48][CH2:49][CH2:50][CH3:51])=[CH:42][CH:43]=4)=[CH:34][N:33]=3)=[CH:28][CH:27]=2)[C:13]([NH:15][C@H:16]([CH3:24])[C:17]([OH:19])=[O:18])=[O:14])=[O:10])=[CH:52][CH:53]=1)([CH3:3])([CH3:2])[CH3:4]. The catalyst class is: 390. (2) Reactant: [O:1]1[CH2:6][CH2:5][CH:4]([CH:7]=[O:8])[CH2:3][CH2:2]1.Br[C:10]1[C:11]([F:16])=[N:12][CH:13]=[CH:14][CH:15]=1.C(=O)([O-])[O-].[Cs+].[Cs+].O.C1C=CC(P(C2C(C3C(P(C4C=CC=CC=4)C4C=CC=CC=4)=CC=C4C=3C=CC=C4)=C3C(C=CC=C3)=CC=2)C2C=CC=CC=2)=CC=1. Product: [F:16][C:11]1[C:10]([C:4]2([CH:7]=[O:8])[CH2:5][CH2:6][O:1][CH2:2][CH2:3]2)=[CH:15][CH:14]=[CH:13][N:12]=1. The catalyst class is: 160. (3) Reactant: [OH:1][C@H:2]1[C:10]2[C:5](=[CH:6][CH:7]=[CH:8][CH:9]=2)[CH2:4][C@:3]1([CH2:20][C:21]1[CH:29]=[CH:28][C:24]([C:25](O)=[O:26])=[CH:23][CH:22]=1)[C:11]1[CH2:12][C:13]2[C:18]([CH:19]=1)=[CH:17][CH:16]=[CH:15][CH:14]=2.CC(OC(OC(OC(C)(C)C)=O)=O)(C)C.[N:45]1C=CC=CC=1.C(=O)(O)[O-].[NH4+]. Product: [OH:1][C@H:2]1[C:10]2[C:5](=[CH:6][CH:7]=[CH:8][CH:9]=2)[CH2:4][C@:3]1([CH2:20][C:21]1[CH:29]=[CH:28][C:24]([C:25]([NH2:45])=[O:26])=[CH:23][CH:22]=1)[C:11]1[CH2:12][C:13]2[C:18]([CH:19]=1)=[CH:17][CH:16]=[CH:15][CH:14]=2. The catalyst class is: 58. (4) Reactant: [N+:1]([C:4]1[CH:15]=[CH:14][C:7]([O:8][CH:9]([CH3:13])[C:10](O)=[O:11])=[CH:6][CH:5]=1)([O-:3])=[O:2].S(Cl)([Cl:18])=O. Product: [N+:1]([C:4]1[CH:15]=[CH:14][C:7]([O:8][CH:9]([CH3:13])[C:10]([Cl:18])=[O:11])=[CH:6][CH:5]=1)([O-:3])=[O:2]. The catalyst class is: 9. (5) Reactant: [Br:1][C:2]1[N:7]=[CH:6][C:5]2[C:8](I)=[N:9][N:10]([CH:11]([CH3:13])[CH3:12])[C:4]=2[CH:3]=1.C1(P(C2C=CC=CC=2)C2C3OC4C(=CC=CC=4P(C4C=CC=CC=4)C4C=CC=CC=4)C(C)(C)C=3C=CC=2)C=CC=CC=1.Cl.[CH3:58][N:59]([CH3:66])[C:60]([CH:62]1[CH2:65][NH:64][CH2:63]1)=[O:61].C(=O)([O-])[O-].[Cs+].[Cs+]. Product: [Br:1][C:2]1[N:7]=[CH:6][C:5]2[C:8]([N:64]3[CH2:65][CH:62]([C:60]([N:59]([CH3:66])[CH3:58])=[O:61])[CH2:63]3)=[N:9][N:10]([CH:11]([CH3:13])[CH3:12])[C:4]=2[CH:3]=1. The catalyst class is: 102. (6) Product: [F:1][C:2]1[CH:10]=[CH:9][C:5]2[C:6](=[O:8])[C:12]3([O:11][C:4]=2[CH:3]=1)[CH2:16][CH2:15][O:14][C:13]3=[O:17]. Reactant: [F:1][C:2]1[CH:10]=[CH:9][C:5]([C:6]([OH:8])=O)=[C:4]([O:11][CH:12]2[CH2:16][CH2:15][O:14][C:13]2=[O:17])[CH:3]=1.C(OC(=O)C)(=O)C. The catalyst class is: 66. (7) Reactant: [CH3:1][O:2][C:3]([C:5]1[CH:6]=[C:7]([C:12]([OH:14])=O)[C:8]([OH:11])=[N:9][CH:10]=1)=[O:4].Cl.CN(C)CCCN=C=NCC.O.ON1C2C=CC=CC=2N=N1.[CH2:38]([NH2:45])[C:39]1[CH:44]=[CH:43][CH:42]=[CH:41][CH:40]=1. Product: [CH3:1][O:2][C:3](=[O:4])[C:5]1[CH:6]=[C:7]([C:12](=[O:14])[NH:45][CH2:38][C:39]2[CH:44]=[CH:43][CH:42]=[CH:41][CH:40]=2)[C:8]([OH:11])=[N:9][CH:10]=1. The catalyst class is: 35.